This data is from Forward reaction prediction with 1.9M reactions from USPTO patents (1976-2016). The task is: Predict the product of the given reaction. (1) Given the reactants Br[CH2:2][C:3]([C:5]1[S:9][C:8]([NH:10][C:11](=[O:13])[CH3:12])=[N:7][C:6]=1[CH3:14])=O.Br.[CH:16]([O:19][C:20]1[CH:25]=[CH:24][CH:23]=[CH:22][C:21]=1[NH:26][C:27]([NH2:29])=[S:28])([CH3:18])[CH3:17], predict the reaction product. The product is: [CH:16]([O:19][C:20]1[CH:25]=[CH:24][CH:23]=[CH:22][C:21]=1[NH:26][C:27]1[S:28][CH:2]=[C:3]([C:5]2[S:9][C:8]([NH:10][C:11](=[O:13])[CH3:12])=[N:7][C:6]=2[CH3:14])[N:29]=1)([CH3:18])[CH3:17]. (2) Given the reactants Br[C:2]1[N:3]([CH3:27])[C:4]2[C:9]([N:10]=1)=[C:8]([N:11]1[CH2:16][CH2:15][CH:14]([N:17]3[C:21]4[CH:22]=[CH:23][CH:24]=[CH:25][C:20]=4[NH:19][C:18]3=[O:26])[CH2:13][CH2:12]1)[N:7]=[CH:6][N:5]=2.[NH:28]1[CH:32]=[CH:31][N:30]=[CH:29]1.C(N(C(C)C)CC)(C)C.[H-].[Na+], predict the reaction product. The product is: [N:28]1([C:2]2[N:3]([CH3:27])[C:4]3[C:9]([N:10]=2)=[C:8]([N:11]2[CH2:12][CH2:13][CH:14]([N:17]4[C:21]5[CH:22]=[CH:23][CH:24]=[CH:25][C:20]=5[NH:19][C:18]4=[O:26])[CH2:15][CH2:16]2)[N:7]=[CH:6][N:5]=3)[CH:32]=[CH:31][N:30]=[CH:29]1. (3) The product is: [N:26]1([C:2]2[N:7]=[C:6]([C:8]3[N:13]=[C:12]([NH:14][C@@H:15]([CH:17]4[CH2:19][CH2:18]4)[CH3:16])[N:11]=[C:10]([NH:20][C@@H:21]([CH:23]4[CH2:25][CH2:24]4)[CH3:22])[N:9]=3)[CH:5]=[CH:4][CH:3]=2)[CH2:29][CH2:28][CH2:27]1. Given the reactants Cl[C:2]1[N:7]=[C:6]([C:8]2[N:13]=[C:12]([NH:14][C@@H:15]([CH:17]3[CH2:19][CH2:18]3)[CH3:16])[N:11]=[C:10]([NH:20][C@@H:21]([CH:23]3[CH2:25][CH2:24]3)[CH3:22])[N:9]=2)[CH:5]=[CH:4][CH:3]=1.[NH:26]1[CH2:29][CH2:28][CH2:27]1.C1(P(C2C=CC=CC=2)C2C=CC3C(=CC=CC=3)C=2C2C3C(=CC=CC=3)C=CC=2P(C2C=CC=CC=2)C2C=CC=CC=2)C=CC=CC=1.CC(C)([O-])C.[Na+], predict the reaction product. (4) Given the reactants [CH2:1]([NH:8][CH:9]([CH3:16])[CH2:10][C:11]([O:13][CH2:14][CH3:15])=[O:12])[C:2]1[CH:7]=[CH:6][CH:5]=[CH:4][CH:3]=1.Br[CH2:18][C:19]([O:21][CH3:22])=[O:20].C(=O)([O-])[O-].[K+].[K+], predict the reaction product. The product is: [CH2:1]([N:8]([CH2:18][C:19]([O:21][CH3:22])=[O:20])[CH:9]([CH3:16])[CH2:10][C:11]([O:13][CH2:14][CH3:15])=[O:12])[C:2]1[CH:7]=[CH:6][CH:5]=[CH:4][CH:3]=1.